This data is from Forward reaction prediction with 1.9M reactions from USPTO patents (1976-2016). The task is: Predict the product of the given reaction. (1) Given the reactants C([SiH](CC)CC)C.[Cl:8][C:9]1[CH:14]=[CH:13][C:12]([C:15]([C:17]2[N:21]3[N:22]=[C:23]([Cl:33])[CH:24]=[C:25]([CH2:26][N:27]4[CH2:32][CH2:31][O:30][CH2:29][CH2:28]4)[C:20]3=[N:19][C:18]=2[CH3:34])=O)=[C:11]([F:35])[CH:10]=1.FC(F)(F)C(O)=O, predict the reaction product. The product is: [ClH:8].[Cl:33][C:23]1[CH:24]=[C:25]([CH2:26][N:27]2[CH2:28][CH2:29][O:30][CH2:31][CH2:32]2)[C:20]2[N:21]([C:17]([CH2:15][C:12]3[CH:13]=[CH:14][C:9]([Cl:8])=[CH:10][C:11]=3[F:35])=[C:18]([CH3:34])[N:19]=2)[N:22]=1. (2) Given the reactants [CH:1]([S:4][C:5]1[S:32][C:8]2[O:9][C:10]3[CH:30]=[C:29]([CH3:31])[CH:28]=[CH:27][C:11]=3[N:12]=[C:13]([N:14]3[CH2:19][CH2:18][N:17]([CH2:20][C:21]([CH3:26])([CH3:25])[C:22]([OH:24])=[O:23])[CH2:16][CH2:15]3)[C:7]=2[CH:6]=1)([CH3:3])[CH3:2].[ClH:33], predict the reaction product. The product is: [ClH:33].[CH:1]([S:4][C:5]1[S:32][C:8]2[O:9][C:10]3[CH:30]=[C:29]([CH3:31])[CH:28]=[CH:27][C:11]=3[N:12]=[C:13]([N:14]3[CH2:19][CH2:18][N:17]([CH2:20][C:21]([CH3:25])([CH3:26])[C:22]([OH:24])=[O:23])[CH2:16][CH2:15]3)[C:7]=2[CH:6]=1)([CH3:3])[CH3:2]. (3) Given the reactants [CH3:1][O:2][C:3]1[CH:22]=[CH:21][C:6]([CH2:7][C@@H:8]2[C:12]3=[N:13][C:14]4[CH:19]=[CH:18][CH:17]=[CH:16][C:15]=4[N:11]3[C:10](=[O:20])[NH:9]2)=[CH:5][CH:4]=1.[CH3:23][N:24]1[CH2:29][CH2:28][N:27]([CH2:30][CH2:31][NH2:32])[CH2:26][CH2:25]1.C(O)(C(F)(F)F)=O, predict the reaction product. The product is: [NH:11]1[C:15]2[CH:16]=[CH:17][CH:18]=[CH:19][C:14]=2[N:13]=[C:12]1[C@H:8]([NH:9][C:10]([NH:32][CH2:31][CH2:30][N:27]1[CH2:28][CH2:29][N:24]([CH3:23])[CH2:25][CH2:26]1)=[O:20])[CH2:7][C:6]1[CH:5]=[CH:4][C:3]([O:2][CH3:1])=[CH:22][CH:21]=1. (4) Given the reactants C[O:2][C:3](=[O:25])[CH2:4][C:5]1[CH:9]=[CH:8][S:7][C:6]=1[C:10]1[S:14][C:13]([C:15]2[S:16][CH:17]=[CH:18][C:19]=2[CH2:20][C:21]([O:23]C)=[O:22])=[CH:12][CH:11]=1.[OH-].[Na+].Cl, predict the reaction product. The product is: [C:21]([CH2:20][C:19]1[CH:18]=[CH:17][S:16][C:15]=1[C:13]1[S:14][C:10]([C:6]2[S:7][CH:8]=[CH:9][C:5]=2[CH2:4][C:3]([OH:25])=[O:2])=[CH:11][CH:12]=1)([OH:23])=[O:22]. (5) Given the reactants C([O:3][C:4](=[O:39])[C@@H:5]([NH:15][C@H:16]([C:31](=[O:38])[NH:32][C:33]1[NH:37][N:36]=[N:35][N:34]=1)[CH2:17][C:18]1[CH:23]=[CH:22][C:21]([C:24]2[CH:29]=[CH:28][CH:27]=[C:26]([Cl:30])[CH:25]=2)=[CH:20][CH:19]=1)[CH2:6][O:7]CC1C=CC=CC=1)C, predict the reaction product. The product is: [Cl:30][C:26]1[CH:25]=[C:24]([C:21]2[CH:20]=[CH:19][C:18]([CH2:17][C@H:16]([NH:15][C@@H:5]([CH2:6][OH:7])[C:4]([OH:39])=[O:3])[C:31](=[O:38])[NH:32][C:33]3[NH:37][N:36]=[N:35][N:34]=3)=[CH:23][CH:22]=2)[CH:29]=[CH:28][CH:27]=1.